Task: Predict the reactants needed to synthesize the given product.. Dataset: Full USPTO retrosynthesis dataset with 1.9M reactions from patents (1976-2016) (1) Given the product [NH2:1][C:2]1[C:3]2[N:4]([C:8]([C@@H:26]3[CH2:30][CH2:29][CH2:28][N:27]3[C:36](=[O:37])[C:35]#[C:34][CH2:33][N:32]([CH3:39])[CH3:31])=[N:9][C:10]=2[C:11]2[CH:25]=[CH:24][C:14]([C:15]([NH:17][C:18]3[CH:23]=[CH:22][CH:21]=[CH:20][N:19]=3)=[O:16])=[CH:13][CH:12]=2)[CH:5]=[CH:6][N:7]=1, predict the reactants needed to synthesize it. The reactants are: [NH2:1][C:2]1[C:3]2[N:4]([C:8]([C@@H:26]3[CH2:30][CH2:29][CH2:28][NH:27]3)=[N:9][C:10]=2[C:11]2[CH:25]=[CH:24][C:14]([C:15]([NH:17][C:18]3[CH:23]=[CH:22][CH:21]=[CH:20][N:19]=3)=[O:16])=[CH:13][CH:12]=2)[CH:5]=[CH:6][N:7]=1.[CH3:31][N:32]([CH3:39])[CH2:33][C:34]#[C:35][C:36](O)=[O:37]. (2) Given the product [OH:21][C:4]1[CH:3]=[C:2]([I:23])[C:7]2[C:8](=[O:20])[C:9]([C:12]3[CH:17]=[CH:16][C:15]([OH:18])=[CH:14][CH:13]=3)=[CH:10][O:11][C:6]=2[CH:5]=1, predict the reactants needed to synthesize it. The reactants are: Br[C:2]1[C:7]2[C:8](=[O:20])[C:9]([C:12]3[CH:17]=[CH:16][C:15]([O:18]C)=[CH:14][CH:13]=3)=[CH:10][O:11][C:6]=2[CH:5]=[C:4]([O:21]C)[CH:3]=1.[I-:23].[K+].Cl. (3) Given the product [Cl:1][C:2]1[CH:3]=[N:4][C:5]2[N:6]([N:8]=[C:9]([C:11]([N:16]3[CH2:17][CH:18]=[C:19]([C:21]4[CH:26]=[CH:25][CH:24]=[CH:23][CH:22]=4)[CH2:20][CH:15]3[CH3:14])=[O:13])[CH:10]=2)[CH:7]=1, predict the reactants needed to synthesize it. The reactants are: [Cl:1][C:2]1[CH:3]=[N:4][C:5]2[N:6]([N:8]=[C:9]([C:11]([OH:13])=O)[CH:10]=2)[CH:7]=1.[CH3:14][CH:15]1[CH2:20][C:19]([C:21]2[CH:26]=[CH:25][CH:24]=[CH:23][CH:22]=2)=[CH:18][CH2:17][NH:16]1.